From a dataset of Human Reference Interactome with 51,813 positive PPI pairs across 8,248 proteins, plus equal number of experimentally-validated negative pairs. Binary Classification. Given two protein amino acid sequences, predict whether they physically interact or not. Protein 1 (ENSG00000108602) has sequence MSKISEAVKRARAAFSSGRTRPLQFRIQQLEALQRLIQEQEQELVGALAADLHKNEWNAYYEEVVYVLEEIEYMIQKLPEWAADEPVEKTPQTQQDELYIHSEPLGVVLVIGTWNYPFNLTIQPMVGAIAAGNSVVLKPSELSENMASLLATIIPQYLDKDLYPVINGGVPETTELLKERFDHILYTGSTGVGKIIMTAAAKHLTPVTLELGGKSPCYVDKNCDLDVACRRIAWGKFMNSGQTCVAPDYILCDPSIQNQIVEKLKKSLKEFYGEDAKKSRDYGRIISARHFQRVMGLIEG.... Protein 2 (ENSG00000177427) has sequence MAEFSQKRGKRRSDEGLGSMVDFLLANARLVLGVGGAAVLGIATLAVKRFIDRATSPRDEDDTKADSWKELSLLKATPHLQPRPPPAALSQPVLPLAPSSSAPEGPAETDPEVTPQLSSPAPLCLTLQERLLAFERDRVTIPAAQVALAKQLAGDIALELQAYFRSKFPELPFGAFVPGGPLYDGLQAGAADHVRLLVPLVLEPGLWSLVPGVDTVARDPRCWAVRRTQLEFCPRGSSPWDRFLVGGYLSSRVLLELLRKALAASVNWPAIGSLLGCLIRPSMASEELLLEVQHERLELT.... Result: 0 (the proteins do not interact).